This data is from Reaction yield outcomes from USPTO patents with 853,638 reactions. The task is: Predict the reaction yield, written as a fraction of the theoretical maximum amount of product (1.0 means a 100% yield; for example, 0.34 means a 34% yield). (1) The reactants are [CH3:1][O:2][C:3]1[CH:4]=[CH:5][C:6]2[CH:10]=[C:9]([CH3:11])[S:8][C:7]=2[CH:12]=1.[CH3:13][O:14][C:15]1[CH:16]=[C:17]([CH:21]=[C:22]([O:26][CH3:27])[C:23]=1[O:24][CH3:25])[C:18](Cl)=[O:19]. The catalyst is ClCCCl. The product is [CH3:1][O:2][C:3]1[CH:4]=[CH:5][C:6]2[C:10]([C:18](=[O:19])[C:17]3[CH:16]=[C:15]([O:14][CH3:13])[C:23]([O:24][CH3:25])=[C:22]([O:26][CH3:27])[CH:21]=3)=[C:9]([CH3:11])[S:8][C:7]=2[CH:12]=1. The yield is 0.410. (2) The reactants are [H-].[Na+].[I-].[CH3:4][S+](C)C.[Cl:8][C:9]1[CH:10]=[C:11]([CH:21]=[CH:22][CH:23]=1)[CH2:12][CH:13]1[CH2:19][CH2:18][C:15]2([CH2:17][CH2:16]2)[C:14]1=[O:20].O. The catalyst is CCCCCC.CS(C)=O. The product is [Cl:8][C:9]1[CH:10]=[C:11]([CH:21]=[CH:22][CH:23]=1)[CH2:12][CH:13]1[C:14]2([O:20][CH2:4]2)[C:15]2([CH2:16][CH2:17]2)[CH2:18][CH2:19]1. The yield is 0.950. (3) The reactants are Br[C:2]1[CH:3]=[C:4]2[C:9](=[CH:10][CH:11]=1)[N:8]=[CH:7][CH:6]=[CH:5]2.[CH2:12]([O:14][CH:15]([O:18][CH2:19][CH3:20])[C:16]#[CH:17])[CH3:13].C(N(CC)CC)C.C1(P(C2C=CC=CC=2)C2C=CC=CC=2)C=CC=CC=1.CN(C)C=O. The catalyst is [Cu]I.C([O-])(=O)C.[Pd+2].C([O-])(=O)C. The product is [CH2:12]([O:14][CH:15]([O:18][CH2:19][CH3:20])[C:16]#[C:17][C:2]1[CH:3]=[C:4]2[C:9](=[CH:10][CH:11]=1)[N:8]=[CH:7][CH:6]=[CH:5]2)[CH3:13]. The yield is 0.990. (4) The reactants are [Br:1][C:2]1[C:3]([OH:12])=[CH:4][C:5]([OH:11])=[C:6]([CH:10]=1)[C:7]([OH:9])=O.Cl.CN(C)CCCN=C=NCC.C1C=CC2N(O)N=NC=2C=1.[CH2:35]1[C:43]2[C:38](=[CH:39][CH:40]=[CH:41][CH:42]=2)[CH2:37][NH:36]1. The catalyst is CN(C=O)C. The product is [Br:1][C:2]1[C:3]([OH:12])=[CH:4][C:5]([OH:11])=[C:6]([C:7]([N:36]2[CH2:37][C:38]3[C:43](=[CH:42][CH:41]=[CH:40][CH:39]=3)[CH2:35]2)=[O:9])[CH:10]=1. The yield is 0.440. (5) The reactants are [CH:1]([O:14][C:15]1[C:24]2[N:23]=[CH:22][CH:21]=[N:20][C:19]=2[C:18]([OH:25])=[C:17]2[C:26](=[O:38])[N:27]([CH2:30][C:31]3[CH:36]=[CH:35][C:34]([F:37])=[CH:33][CH:32]=3)[C:28](=[O:29])[C:16]=12)([C:8]1[CH:13]=[CH:12][CH:11]=[CH:10][CH:9]=1)[C:2]1[CH:7]=[CH:6][CH:5]=[CH:4][CH:3]=1.[C:39]([O-])([O-])=O.[K+].[K+].CI. The catalyst is CN(C=O)C. The product is [CH:1]([O:14][C:15]1[C:24]2[N:23]=[CH:22][CH:21]=[N:20][C:19]=2[C:18]([O:25][CH3:39])=[C:17]2[C:26](=[O:38])[N:27]([CH2:30][C:31]3[CH:32]=[CH:33][C:34]([F:37])=[CH:35][CH:36]=3)[C:28](=[O:29])[C:16]=12)([C:2]1[CH:7]=[CH:6][CH:5]=[CH:4][CH:3]=1)[C:8]1[CH:9]=[CH:10][CH:11]=[CH:12][CH:13]=1. The yield is 0.780. (6) The reactants are Br[C:2]1[C:3]([N:11]2[CH2:16][CH2:15][N:14]([C:17](=[O:38])[C@@H:18]([C:31]3[CH:36]=[CH:35][C:34]([Cl:37])=[CH:33][CH:32]=3)[CH2:19][N:20]([CH:28]([CH3:30])[CH3:29])[C:21](=[O:27])[O:22][C:23]([CH3:26])([CH3:25])[CH3:24])[CH2:13][CH2:12]2)=[C:4]2[CH:10]=[CH:9][NH:8][C:5]2=[N:6][CH:7]=1.[CH3:39][O:40][C:41]1[CH:42]=[C:43](B(O)O)[CH:44]=[CH:45][C:46]=1[O:47][CH3:48].C([O-])([O-])=O.[K+].[K+]. The catalyst is C1C=CC([P]([Pd]([P](C2C=CC=CC=2)(C2C=CC=CC=2)C2C=CC=CC=2)([P](C2C=CC=CC=2)(C2C=CC=CC=2)C2C=CC=CC=2)[P](C2C=CC=CC=2)(C2C=CC=CC=2)C2C=CC=CC=2)(C2C=CC=CC=2)C2C=CC=CC=2)=CC=1. The product is [Cl:37][C:34]1[CH:33]=[CH:32][C:31]([C@H:18]([C:17]([N:14]2[CH2:13][CH2:12][N:11]([C:3]3[C:2]([C:44]4[CH:43]=[CH:42][C:41]([O:40][CH3:39])=[C:46]([O:47][CH3:48])[CH:45]=4)=[CH:7][N:6]=[C:5]4[NH:8][CH:9]=[CH:10][C:4]=34)[CH2:16][CH2:15]2)=[O:38])[CH2:19][N:20]([CH:28]([CH3:29])[CH3:30])[C:21](=[O:27])[O:22][C:23]([CH3:24])([CH3:25])[CH3:26])=[CH:36][CH:35]=1. The yield is 0.182. (7) The product is [Cl:1][C:2]1[C:3]([CH2:12][Cl:16])=[CH:4][N:5]=[C:6]([C:8]([F:11])([F:10])[F:9])[CH:7]=1. The yield is 0.870. The reactants are [Cl:1][C:2]1[CH:7]=[C:6]([C:8]([F:11])([F:10])[F:9])[N:5]=[CH:4][C:3]=1[CH2:12]O.O=S(Cl)[Cl:16]. No catalyst specified. (8) The reactants are [Si]([O:8][CH2:9][CH2:10][N:11]([CH:49]([CH3:51])[CH3:50])[C:12]([C:14]1[N:15]=[C:16]([N:19]2[CH2:22][CH:21]([S:23][C:24]3[C@H:25]([CH3:48])[C@@H:26]4[C@@H:43]([C@H:44]([OH:46])[CH3:45])[C:42](=[O:47])[N:27]4[C:28]=3[C:29]([O:31][CH2:32][C:33]3[CH:38]=[CH:37][C:36]([N+:39]([O-:41])=[O:40])=[CH:35][CH:34]=3)=[O:30])[CH2:20]2)[S:17][CH:18]=1)=[O:13])(C(C)(C)C)(C)C.C(O)(=O)C.[F-].C([N+](CCCC)(CCCC)CCCC)CCC.C(=O)([O-])O.[Na+]. The catalyst is O1CCCC1.C(OCC)(=O)C. The product is [OH:8][CH2:9][CH2:10][N:11]([CH:49]([CH3:51])[CH3:50])[C:12]([C:14]1[N:15]=[C:16]([N:19]2[CH2:20][CH:21]([S:23][C:24]3[C@H:25]([CH3:48])[C@@H:26]4[C@@H:43]([C@H:44]([OH:46])[CH3:45])[C:42](=[O:47])[N:27]4[C:28]=3[C:29]([O:31][CH2:32][C:33]3[CH:38]=[CH:37][C:36]([N+:39]([O-:41])=[O:40])=[CH:35][CH:34]=3)=[O:30])[CH2:22]2)[S:17][CH:18]=1)=[O:13]. The yield is 0.470. (9) The catalyst is ClCCl. The yield is 0.820. The product is [CH3:2][C:3]1[O:4][CH:5]=[CH:6][C:7]=1[C@H:8]1[C@H:17]2[CH2:18][CH2:19][N:20]([C:21]([C@H:23]3[CH2:28][CH2:27][CH2:26][CH2:25][C@H:24]3[NH:29][C:37](=[O:44])[C:38]3[CH:43]=[CH:42][CH:41]=[CH:40][CH:39]=3)=[O:22])[C@H:16]2[C:15]2[CH:14]=[CH:13][CH:12]=[CH:11][C:10]=2[NH:9]1. The reactants are Cl.[CH3:2][C:3]1[O:4][CH:5]=[CH:6][C:7]=1[C@H:8]1[C@H:17]2[CH2:18][CH2:19][N:20]([C:21]([C@H:23]3[CH2:28][CH2:27][CH2:26][CH2:25][C@H:24]3[NH2:29])=[O:22])[C@H:16]2[C:15]2[CH:14]=[CH:13][CH:12]=[CH:11][C:10]=2[NH:9]1.C(N(CC)CC)C.[C:37](Cl)(=[O:44])[C:38]1[CH:43]=[CH:42][CH:41]=[CH:40][CH:39]=1.O.